This data is from Reaction yield outcomes from USPTO patents with 853,638 reactions. The task is: Predict the reaction yield, written as a fraction of the theoretical maximum amount of product (1.0 means a 100% yield; for example, 0.34 means a 34% yield). (1) The reactants are [Cl:1][C:2]1[C:3]([O:25][CH3:26])=[CH:4][C:5]([O:23][CH3:24])=[C:6]([CH2:8][CH2:9][C:10]2([CH:18]3[CH2:22][CH2:21][CH2:20][CH2:19]3)[O:15][C:14](=[O:16])[CH2:13][C:12](=[O:17])[CH2:11]2)[CH:7]=1.O.Cl.Cl.[CH3:30][N:31]1[C:35]([CH:36]=O)=[N:34][C:33]([C:38]2[CH:43]=[N:42][CH:41]=[CH:40][N:39]=2)=[N:32]1.C(N(CC)CC)C.Cl. The catalyst is C(O)(C)C.O. The product is [Cl:1][C:2]1[C:3]([O:25][CH3:26])=[CH:4][C:5]([O:23][CH3:24])=[C:6]([CH2:8][CH2:9][C:10]2([CH:18]3[CH2:22][CH2:21][CH2:20][CH2:19]3)[O:15][C:14](=[O:16])[C:13]([CH2:36][C:35]3[N:31]([CH3:30])[N:32]=[C:33]([C:38]4[CH:43]=[N:42][CH:41]=[CH:40][N:39]=4)[N:34]=3)=[C:12]([OH:17])[CH2:11]2)[CH:7]=1. The yield is 0.240. (2) The reactants are BrC1C(N2CCN(C(NC3C=CC=CC=3)=O)CC2)=C2N=C(C3C=CC(N(C)C)=CC=3)NC2=NC=1.[Br:35][C:36]1[C:37]([N:46]2[CH2:51][CH2:50][CH:49]([O:52][C:53]3[CH:58]=[CH:57][CH:56]=[CH:55][CH:54]=3)[CH2:48][CH2:47]2)=[C:38]([N+:43]([O-])=O)[C:39]([NH2:42])=[N:40][CH:41]=1.[O-]S(S([O-])=O)=O.[Na+].[Na+].[CH:67]([C:69]1[CH:83]=[CH:82][C:72]([CH2:73][NH:74][C:75](=[O:81])[O:76][C:77]([CH3:80])([CH3:79])[CH3:78])=[CH:71][CH:70]=1)=O. The catalyst is C(O)C.CN(C=O)C. The product is [Br:35][C:36]1[C:37]([N:46]2[CH2:51][CH2:50][CH:49]([O:52][C:53]3[CH:58]=[CH:57][CH:56]=[CH:55][CH:54]=3)[CH2:48][CH2:47]2)=[C:38]2[N:43]=[C:67]([C:69]3[CH:83]=[CH:82][C:72]([CH2:73][NH:74][C:75](=[O:81])[O:76][C:77]([CH3:80])([CH3:78])[CH3:79])=[CH:71][CH:70]=3)[NH:42][C:39]2=[N:40][CH:41]=1. The yield is 0.200. (3) The reactants are [NH2:1][C:2]1[CH:3]=[C:4]([CH:8]=[C:9]([CH2:11][CH:12]([CH3:14])[CH3:13])[CH:10]=1)[C:5]([OH:7])=[O:6].[CH3:15][O:16][C:17]1[N:22]=[C:21]([O:23][CH3:24])[C:20]([C:25]2[CH:34]=[C:33]3[C:28]([C:29](Cl)=[C:30]([C:35]([NH2:37])=[O:36])[CH:31]=[N:32]3)=[CH:27][CH:26]=2)=[CH:19][N:18]=1. The catalyst is C(O)(=O)C. The product is [C:5]([OH:7])(=[O:6])[CH3:4].[NH2:37][C:35]([C:30]1[CH:31]=[N:32][C:33]2[C:28]([C:29]=1[NH:1][C:2]1[CH:3]=[C:4]([CH:8]=[C:9]([CH2:11][CH:12]([CH3:14])[CH3:13])[CH:10]=1)[C:5]([OH:7])=[O:6])=[CH:27][CH:26]=[C:25]([C:20]1[C:21]([O:23][CH3:24])=[N:22][C:17]([O:16][CH3:15])=[N:18][CH:19]=1)[CH:34]=2)=[O:36]. The yield is 0.672. (4) The reactants are [Cl:1][C:2]1[N:10]=[CH:9][C:8]2[NH:7][C:6]3[N:11]=[CH:12][CH:13]=[CH:14][C:5]=3[C:4]=2[C:3]=1[F:15].[H-].[Na+].[CH3:18][Si:19]([CH3:26])([CH3:25])[CH2:20][CH2:21][O:22][CH2:23]Cl. The catalyst is CN(C=O)C. The product is [Cl:1][C:2]1[N:10]=[CH:9][C:8]2[N:7]([CH2:23][O:22][CH2:21][CH2:20][Si:19]([CH3:26])([CH3:25])[CH3:18])[C:6]3[N:11]=[CH:12][CH:13]=[CH:14][C:5]=3[C:4]=2[C:3]=1[F:15]. The yield is 0.800.